Dataset: Full USPTO retrosynthesis dataset with 1.9M reactions from patents (1976-2016). Task: Predict the reactants needed to synthesize the given product. (1) Given the product [O:1]1[CH:5]=[CH:4][C:3]([CH:6]=[CH:7][C:8]([N:26]=[N+:27]=[N-:28])=[O:10])=[CH:2]1, predict the reactants needed to synthesize it. The reactants are: [O:1]1[CH:5]=[CH:4][C:3]([CH:6]=[CH:7][C:8]([OH:10])=O)=[CH:2]1.C(N(CC)CC)C.ClC(OCC(C)C)=O.[N-:26]=[N+:27]=[N-:28].[Na+]. (2) Given the product [C:8]([O:12][C:13](=[O:28])[N:14]([C:21]1[CH:26]=[CH:25][CH:24]=[C:23]([F:27])[CH:22]=1)[C:15](=[O:20])[CH2:16][CH2:17][C:18]#[C:19][C:2]1[CH:7]=[CH:6][CH:5]=[CH:4][N:3]=1)([CH3:11])([CH3:9])[CH3:10], predict the reactants needed to synthesize it. The reactants are: Br[C:2]1[CH:7]=[CH:6][CH:5]=[CH:4][N:3]=1.[C:8]([O:12][C:13](=[O:28])[N:14]([C:21]1[CH:26]=[CH:25][CH:24]=[C:23]([F:27])[CH:22]=1)[C:15](=[O:20])[CH2:16][CH2:17][C:18]#[CH:19])([CH3:11])([CH3:10])[CH3:9]. (3) The reactants are: [CH2:1]1COC23OCCOC2([C@]2(CC[C@H]4[C@@H](C(=C)CC5[C@]4(C)CCCC5)[C@@H]2C3)C)O1.C=[C:30]1[CH:47]2[C@:42]([CH3:49])([CH2:43][CH2:44][C:45](=[O:48])[CH2:46]2)[C@@H:41]2[C@H:32]([C@H:33]3[C@@:37]([CH2:39][CH2:40]2)([CH3:38])[C:36](=[O:50])[CH2:35][CH2:34]3)[CH2:31]1. Given the product [CH2:1]=[C:31]1[CH2:30][CH:47]2[C@:42]([CH3:49])([CH2:43][CH2:44][C:45](=[O:48])[CH2:46]2)[C@@H:41]2[C@@H:32]1[C@H:33]1[C@@:37]([CH2:39][CH2:40]2)([CH3:38])[C:36](=[O:50])[CH2:35][CH2:34]1, predict the reactants needed to synthesize it. (4) Given the product [Br:19][C:20]1[CH:21]=[C:22]2[C:23](=[CH:24][CH:25]=1)[NH:26][C:27](=[O:32])[CH:28]=[C:29]2[OH:31], predict the reactants needed to synthesize it. The reactants are: BrC1C=CC(N)=CC=1.CC1(C)OC(=O)CC(=O)O1.[Br:19][C:20]1[CH:25]=[CH:24][C:23]([NH:26][C:27](=[O:32])[CH2:28][C:29]([OH:31])=O)=[CH:22][CH:21]=1.CS(O)(=O)=O.O=P12OP3(OP(OP(O3)(O1)=O)(=O)O2)=O.